From a dataset of Forward reaction prediction with 1.9M reactions from USPTO patents (1976-2016). Predict the product of the given reaction. (1) The product is: [CH2:24]([C:25]1[N:22]([CH2:16][CH2:15][CH2:5][CH2:6][CH2:8][CH2:9][C:31]([OH:34])=[O:32])[C:3]2=[N:4][C:5]([C:15]3[CH:20]=[CH:19][C:18]([CH3:21])=[CH:17][CH:16]=3)=[C:6]([C:8]3[CH:13]=[CH:12][C:11]([CH3:14])=[CH:10][CH:9]=3)[N:7]=[C:2]2[C:26]=1[CH2:27][CH3:28])[CH3:23]. Given the reactants Br[C:2]1[C:3]([NH2:22])=[N:4][C:5]([C:15]2[CH:20]=[CH:19][C:18]([CH3:21])=[CH:17][CH:16]=2)=[C:6]([C:8]2[CH:13]=[CH:12][C:11]([CH3:14])=[CH:10][CH:9]=2)[N:7]=1.[CH3:23][CH2:24][C:25]#[C:26][CH2:27][CH3:28].[Cl-].[Li+].[C:31]([O-:34])([O-])=[O:32].[K+].[K+], predict the reaction product. (2) Given the reactants [CH2:1]([Mg]Cl)[CH3:2].[Br:5][C:6]1[CH:11]=[CH:10][C:9]([C:12]([C:14]2[CH:19]=[CH:18][CH:17]=[CH:16][CH:15]=2)=[O:13])=[CH:8][CH:7]=1, predict the reaction product. The product is: [Br:5][C:6]1[CH:7]=[CH:8][C:9]([C:12]([C:14]2[CH:15]=[CH:16][CH:17]=[CH:18][CH:19]=2)([OH:13])[CH2:1][CH3:2])=[CH:10][CH:11]=1. (3) Given the reactants [BH4-].[Na+].[C:3]([C:6]1[CH:11]=[CH:10][CH:9]=[CH:8][N:7]=1)(=[O:5])[CH3:4], predict the reaction product. The product is: [N:7]1[CH:8]=[CH:9][CH:10]=[CH:11][C:6]=1[CH:3]([OH:5])[CH3:4]. (4) The product is: [OH:69][C:66]1[CH:67]=[CH:68][C:63]([CH2:62][CH2:61][C:42]2[CH:41]=[CH:40][C:39]([OH:38])=[CH:60][C:43]=2[O:44][C:45]2[CH:59]=[CH:58][C:48]([O:49][CH2:50][CH2:51][N:52]3[CH2:53][CH2:54][CH2:55][CH2:56][CH2:57]3)=[CH:47][CH:46]=2)=[CH:64][CH:65]=1. Given the reactants COC1C=CC(CCC2C=CC(OC)=CC=2)=C(C=1)OC1C=CC(O)=CC=1.Cl.ClCCN1CCCCC1.C[O:38][C:39]1[CH:40]=[CH:41][C:42]([CH2:61][CH2:62][C:63]2[CH:68]=[CH:67][C:66]([O:69]C)=[CH:65][CH:64]=2)=[C:43]([CH:60]=1)[O:44][C:45]1[CH:59]=[CH:58][C:48]([O:49][CH2:50][CH2:51][N:52]2[CH2:57][CH2:56][CH2:55][CH2:54][CH2:53]2)=[CH:47][CH:46]=1.Cl.N1C=CC=CC=1, predict the reaction product. (5) Given the reactants [Cl:1][C:2]1[N:7]=[C:6]([N:8]([CH:20]2[CH2:24][CH2:23][C@@H:22]([CH3:25])[CH2:21]2)[CH2:9][C:10]([F:19])([F:18])[C:11](=[O:17])C(OCC)=O)[C:5]([N+:26]([O-])=O)=[CH:4][N:3]=1.Cl.CCOC(C)=O.CCOCC, predict the reaction product. The product is: [Cl:1][C:2]1[N:3]=[CH:4][C:5]2[NH:26][C:11](=[O:17])[C:10]([F:19])([F:18])[CH2:9][N:8]([CH:20]3[CH2:24][CH2:23][C@@H:22]([CH3:25])[CH2:21]3)[C:6]=2[N:7]=1. (6) Given the reactants [F:1][C:2]([F:21])([F:20])[C:3]1[CH:4]=[C:5](OS(C2C=CC(C)=CC=2)(=O)=O)[CH:6]=[CH:7][CH:8]=1.[C:22]([CH:24]1[CH2:29][CH2:28][CH2:27][CH2:26][CH2:25]1)#[CH:23], predict the reaction product. The product is: [CH:24]1([C:22]#[C:23][C:5]2[CH:6]=[CH:7][CH:8]=[C:3]([C:2]([F:1])([F:20])[F:21])[CH:4]=2)[CH2:29][CH2:28][CH2:27][CH2:26][CH2:25]1. (7) Given the reactants [CH2:1]([N:4]([CH:11]([CH3:22])[CH2:12][C:13]1[CH:18]=[C:17]([O:19][CH3:20])[CH:16]=[CH:15][C:14]=1I)[C:5](=[O:10])[C:6]([F:9])([F:8])[F:7])[CH:2]=[CH2:3].CC([O-])=O.[K+].C1C=CC(P(C2C=CC=CC=2)C2C=CC=CC=2)=CC=1, predict the reaction product. The product is: [F:7][C:6]([F:9])([F:8])[C:5]([N:4]1[CH2:1][C:2](=[CH2:3])[C:14]2[CH:15]=[CH:16][C:17]([O:19][CH3:20])=[CH:18][C:13]=2[CH2:12][CH:11]1[CH3:22])=[O:10].